Dataset: Full USPTO retrosynthesis dataset with 1.9M reactions from patents (1976-2016). Task: Predict the reactants needed to synthesize the given product. (1) Given the product [C:11]([C:2]1[CH:3]=[CH:4][CH:5]=[C:6]2[C:10]=1[NH:9][CH:8]=[CH:7]2)#[N:12], predict the reactants needed to synthesize it. The reactants are: Br[C:2]1[CH:3]=[CH:4][CH:5]=[C:6]2[C:10]=1[NH:9][CH:8]=[CH:7]2.[CH3:11][N:12](C=O)C. (2) Given the product [C:1]([C:3]1[CH:4]=[C:5]([C:10]2[CH:11]=[C:12]([CH:17]=[CH:18][N:19]=2)[C:13]([O:15][CH3:16])=[O:14])[CH:6]=[CH:7][C:8]=1[O:9][CH:20]([CH3:22])[CH3:21])#[N:2], predict the reactants needed to synthesize it. The reactants are: [C:1]([C:3]1[CH:4]=[C:5]([C:10]2[CH:11]=[C:12]([CH:17]=[CH:18][N:19]=2)[C:13]([O:15][CH3:16])=[O:14])[CH:6]=[CH:7][C:8]=1[OH:9])#[N:2].[CH:20](I)([CH3:22])[CH3:21].C(=O)([O-])[O-].[K+].[K+]. (3) Given the product [Si:1]([O:18][CH:19]1[CH2:20][CH2:21][CH:22]([CH:25]=[O:26])[CH2:23][CH2:24]1)([C:14]([CH3:17])([CH3:16])[CH3:15])([C:8]1[CH:13]=[CH:12][CH:11]=[CH:10][CH:9]=1)[C:2]1[CH:3]=[CH:4][CH:5]=[CH:6][CH:7]=1, predict the reactants needed to synthesize it. The reactants are: [Si:1]([O:18][CH:19]1[CH2:24][CH2:23][CH:22]([CH2:25][OH:26])[CH2:21][CH2:20]1)([C:14]([CH3:17])([CH3:16])[CH3:15])([C:8]1[CH:13]=[CH:12][CH:11]=[CH:10][CH:9]=1)[C:2]1[CH:7]=[CH:6][CH:5]=[CH:4][CH:3]=1.C(N(CC)CC)C. (4) Given the product [N:1]1([S:11]([C:14]2[CH:15]=[C:16]([N:20]3[C:25](=[O:26])[C:24]4=[C:27]([CH:30]([OH:31])[CH3:33])[S:28][CH:29]=[C:23]4[NH:22][C:21]3=[O:32])[CH:17]=[CH:18][CH:19]=2)(=[O:13])=[O:12])[C:10]2[C:5](=[CH:6][CH:7]=[CH:8][CH:9]=2)[CH2:4][CH2:3][CH2:2]1, predict the reactants needed to synthesize it. The reactants are: [N:1]1([S:11]([C:14]2[CH:15]=[C:16]([N:20]3[C:25](=[O:26])[C:24]4=[C:27]([CH:30]=[O:31])[S:28][CH:29]=[C:23]4[NH:22][C:21]3=[O:32])[CH:17]=[CH:18][CH:19]=2)(=[O:13])=[O:12])[C:10]2[C:5](=[CH:6][CH:7]=[CH:8][CH:9]=2)[CH2:4][CH2:3][CH2:2]1.[CH3:33][Mg]Br. (5) Given the product [ClH:25].[F:24][C:22]1[CH:23]=[C:19]([C:16]2[N:15]=[C:14]([C@H:10]3[CH2:11][CH2:12][CH2:13][NH:8][CH2:9]3)[O:18][N:17]=2)[NH:20][CH:21]=1, predict the reactants needed to synthesize it. The reactants are: C(OC([N:8]1[CH2:13][CH2:12][CH2:11][C@H:10]([C:14]2[O:18][N:17]=[C:16]([C:19]3[NH:20][CH:21]=[C:22]([F:24])[CH:23]=3)[N:15]=2)[CH2:9]1)=O)(C)(C)C.[ClH:25].